This data is from Forward reaction prediction with 1.9M reactions from USPTO patents (1976-2016). The task is: Predict the product of the given reaction. (1) The product is: [CH2:8]([O:15][CH2:16][CH2:17][CH2:18][O:19][C:20]1[CH:21]=[CH:22][C:23]([CH:26]2[CH:27]([CH2:51][N:1]3[CH:5]=[N:4][CH:3]=[N:2]3)[CH2:28][N:29]([C:44]([O:46][C:47]([CH3:48])([CH3:50])[CH3:49])=[O:45])[CH2:30][CH:31]2[O:32][CH2:33][C:34]2[CH:43]=[CH:42][C:41]3[C:36](=[CH:37][CH:38]=[CH:39][CH:40]=3)[CH:35]=2)=[CH:24][CH:25]=1)[C:9]1[CH:14]=[CH:13][CH:12]=[CH:11][CH:10]=1. Given the reactants [NH:1]1[CH:5]=[N:4][CH:3]=[N:2]1.[H-].[Na+].[CH2:8]([O:15][CH2:16][CH2:17][CH2:18][O:19][C:20]1[CH:25]=[CH:24][C:23]([CH:26]2[CH:31]([O:32][CH2:33][C:34]3[CH:43]=[CH:42][C:41]4[C:36](=[CH:37][CH:38]=[CH:39][CH:40]=4)[CH:35]=3)[CH2:30][N:29]([C:44]([O:46][C:47]([CH3:50])([CH3:49])[CH3:48])=[O:45])[CH2:28][CH:27]2[CH2:51]OS(C)(=O)=O)=[CH:22][CH:21]=1)[C:9]1[CH:14]=[CH:13][CH:12]=[CH:11][CH:10]=1, predict the reaction product. (2) Given the reactants [Br:1][C:2]1[CH:11]=[CH:10][CH:9]=[C:8]2[C:3]=1[CH2:4][CH2:5][NH:6][CH:7]2[CH2:12][C:13]([O:15][CH3:16])=[O:14].[C:17]([NH:24][CH2:25][C:26](O)=[O:27])([O:19][C:20]([CH3:23])([CH3:22])[CH3:21])=[O:18].C(N(CC)CC)C.Cl, predict the reaction product. The product is: [Br:1][C:2]1[CH:11]=[CH:10][CH:9]=[C:8]2[C:3]=1[CH2:4][CH2:5][N:6]([C:26](=[O:27])[CH2:25][NH:24][C:17]([O:19][C:20]([CH3:22])([CH3:21])[CH3:23])=[O:18])[CH:7]2[CH2:12][C:13]([O:15][CH3:16])=[O:14].